Dataset: HIV replication inhibition screening data with 41,000+ compounds from the AIDS Antiviral Screen. Task: Binary Classification. Given a drug SMILES string, predict its activity (active/inactive) in a high-throughput screening assay against a specified biological target. (1) The drug is CC1(C)CC2C(C1=O)C1(C)CCCC2(C)C1=O. The result is 0 (inactive). (2) The molecule is CC12CCC3C(CCC4=C(O)C(=NO)CCC43C)C1CCC(=O)N2. The result is 0 (inactive). (3) The compound is C=CCNC(=O)N(CCC)CCCCC(NC(C)=O)C(=O)NCc1ccccc1. The result is 0 (inactive).